From a dataset of Full USPTO retrosynthesis dataset with 1.9M reactions from patents (1976-2016). Predict the reactants needed to synthesize the given product. (1) Given the product [CH3:12][O:13][C:14](=[O:24])[C:15]1[CH:20]=[CH:19][C:18]([C:21]#[N:22])=[C:17]([O:5][N:4]=[C:2]([CH3:3])[CH3:1])[CH:16]=1, predict the reactants needed to synthesize it. The reactants are: [CH3:1][C:2](=[N:4][OH:5])[CH3:3].CC(C)([O-])C.[K+].[CH3:12][O:13][C:14](=[O:24])[C:15]1[CH:20]=[CH:19][C:18]([C:21]#[N:22])=[C:17](F)[CH:16]=1. (2) Given the product [CH2:1]([O:8][C:9]1[CH:14]=[CH:13][C:12]([CH2:15][CH2:16][OH:17])=[C:11]([Cl:26])[CH:10]=1)[C:2]1[CH:3]=[CH:4][CH:5]=[CH:6][CH:7]=1, predict the reactants needed to synthesize it. The reactants are: [CH2:1]([O:8][C:9]1[CH:14]=[CH:13][C:12]([CH2:15][C:16](OCC2C=CC=CC=2)=[O:17])=[C:11]([Cl:26])[CH:10]=1)[C:2]1[CH:7]=[CH:6][CH:5]=[CH:4][CH:3]=1.[H-].C([Al+]CC(C)C)C(C)C.[C@H](O)(C([O-])=O)[C@@H](O)C([O-])=O.[Na+].[K+].O. (3) Given the product [CH:18]1([CH2:21][CH:22]([OH:23])[C:2]#[C:1][Si:3]([CH:7]([CH3:9])[CH3:8])([CH:4]([CH3:6])[CH3:5])[CH:10]([CH3:12])[CH3:11])[CH2:20][CH2:19]1, predict the reactants needed to synthesize it. The reactants are: [C:1]([Si:3]([CH:10]([CH3:12])[CH3:11])([CH:7]([CH3:9])[CH3:8])[CH:4]([CH3:6])[CH3:5])#[CH:2].[Li]CCCC.[CH:18]1([CH2:21][CH:22]=[O:23])[CH2:20][CH2:19]1. (4) Given the product [Br:14][CH2:10][C:9]([C:5]1[CH:6]=[CH:7][CH:8]=[C:3]([C:2]([F:12])([F:13])[F:1])[CH:4]=1)=[O:11], predict the reactants needed to synthesize it. The reactants are: [F:1][C:2]([F:13])([F:12])[C:3]1[CH:4]=[C:5]([C:9](=[O:11])[CH3:10])[CH:6]=[CH:7][CH:8]=1.[Br:14]Br. (5) Given the product [Cl:12][CH2:8][C:5]1[CH:4]=[CH:3][C:2]([CH3:1])=[CH:7][N:6]=1, predict the reactants needed to synthesize it. The reactants are: [CH3:1][C:2]1[CH:3]=[CH:4][C:5]([CH2:8]O)=[N:6][CH:7]=1.S(Cl)([Cl:12])=O.